Dataset: Reaction yield outcomes from USPTO patents with 853,638 reactions. Task: Predict the reaction yield, written as a fraction of the theoretical maximum amount of product (1.0 means a 100% yield; for example, 0.34 means a 34% yield). (1) The reactants are [C:1]([O:5][C:6](=[O:20])[CH2:7][C@H:8]([CH2:12][C@H:13]([CH3:19])[CH2:14][CH2:15][CH2:16][CH2:17][CH3:18])[C:9](O)=[O:10])([CH3:4])([CH3:3])[CH3:2]. The catalyst is C1COCC1. The product is [C:1]([O:5][C:6](=[O:20])[CH2:7][C@@H:8]([CH2:9][OH:10])[CH2:12][C@H:13]([CH3:19])[CH2:14][CH2:15][CH2:16][CH2:17][CH3:18])([CH3:2])([CH3:4])[CH3:3]. The yield is 0.680. (2) The reactants are [CH3:1][C:2]1[CH:7]=[CH:6][C:5]([C@H:8]2[CH2:13][CH2:12][C@H:11]([CH:14]3[CH2:19][CH2:18][CH:17]([CH:20]=[O:21])[CH2:16][CH2:15]3)[CH2:10][CH2:9]2)=[CH:4][CH:3]=1.[CH2:22]=[C:23]=[O:24]. The catalyst is C(OCC)(=O)C.[Fe](Cl)Cl. The product is [CH3:1][C:2]1[CH:7]=[CH:6][C:5]([C@H:8]2[CH2:9][CH2:10][C@H:11]([CH:14]3[CH2:19][CH2:18][CH:17]([CH:20]4[O:21][C:23](=[O:24])[CH2:22]4)[CH2:16][CH2:15]3)[CH2:12][CH2:13]2)=[CH:4][CH:3]=1. The yield is 0.880.